Dataset: Forward reaction prediction with 1.9M reactions from USPTO patents (1976-2016). Task: Predict the product of the given reaction. (1) Given the reactants [O:1]1[CH2:6][CH2:5][CH2:4][CH2:3][CH:2]1[CH2:7]OS(C1C=CC(C)=CC=1)(=O)=O.[CH:19]1([NH2:22])[CH2:21][CH2:20]1, predict the reaction product. The product is: [CH:19]1([NH:22][CH2:7][CH:2]2[CH2:3][CH2:4][CH2:5][CH2:6][O:1]2)[CH2:21][CH2:20]1. (2) Given the reactants [Si:1]([O:8][C@H:9]([CH3:34])[C@@H:10]([NH:23][C:24]1[CH:29]=[CH:28][C:27]([C:30]#[N:31])=[C:26]([Cl:32])[C:25]=1[CH3:33])[C:11]([NH:13][NH:14][C:15](=O)[C:16]1[CH:21]=[CH:20][CH:19]=[CH:18][CH:17]=1)=O)([C:4]([CH3:7])([CH3:6])[CH3:5])([CH3:3])[CH3:2].COC1C=CC(P2(SP(C3C=CC(OC)=CC=3)(=S)S2)=[S:44])=CC=1, predict the reaction product. The product is: [Si:1]([O:8][C@H:9]([CH3:34])[C@@H:10]([NH:23][C:24]1[CH:29]=[CH:28][C:27]([C:30]#[N:31])=[C:26]([Cl:32])[C:25]=1[CH3:33])[C:11]1[S:44][C:15]([C:16]2[CH:21]=[CH:20][CH:19]=[CH:18][CH:17]=2)=[N:14][N:13]=1)([C:4]([CH3:7])([CH3:6])[CH3:5])([CH3:3])[CH3:2]. (3) Given the reactants ClC1C=CC([C:10]2[CH2:14][C:13]([C:19]3[CH:24]=[C:23]([Cl:25])[CH:22]=[C:21]([Cl:26])[CH:20]=3)([C:15]([F:18])([F:17])[F:16])[O:12][N:11]=2)=CC=1CN.C([N:29]([CH2:32][CH3:33])CC)C.[CH:34]1([C:37]([Cl:39])=O)[CH2:36][CH2:35]1.[C:40](=O)([O-])O.[Na+].[O:45]1[CH2:49][CH2:48][CH2:47][CH2:46]1, predict the reaction product. The product is: [Cl:39][C:37]1[CH:34]=[CH:35][CH:36]=[CH:40][C:33]=1[CH:32]([C:10]1[CH2:14][C:13]([C:19]2[CH:20]=[C:21]([Cl:26])[CH:22]=[C:23]([Cl:25])[CH:24]=2)([C:15]([F:16])([F:18])[F:17])[O:12][N:11]=1)[NH:29][C:49]([CH:48]1[CH2:46][CH2:47]1)=[O:45]. (4) Given the reactants C([O:5][C:6](=[O:44])[CH2:7][N:8]1[CH2:16][CH2:15][N:14]([CH2:17][C:18](=[O:24])[O:19]C(C)(C)C)[CH2:13][CH2:12][N:11]([CH:25]([CH2:33][CH2:34][C:35]2[CH:40]=[CH:39][C:38]([N+:41]([O-:43])=[O:42])=[CH:37][CH:36]=2)[C:26]([O:28]C(C)(C)C)=[O:27])[CH2:10][CH2:9]1)(C)(C)C.Cl, predict the reaction product. The product is: [C:18]([CH2:17][N:14]1[CH2:15][CH2:16][N:8]([CH2:7][C:6]([OH:44])=[O:5])[CH2:9][CH2:10][N:11]([CH:25]([CH2:33][CH2:34][C:35]2[CH:40]=[CH:39][C:38]([N+:41]([O-:43])=[O:42])=[CH:37][CH:36]=2)[C:26]([OH:28])=[O:27])[CH2:12][CH2:13]1)([OH:24])=[O:19]. (5) Given the reactants [O:1]=[C:2]1[N:7]2[CH2:8][CH2:9][CH2:10][N:11]([CH2:12][C:13](O)=[O:14])[C:6]2=[CH:5][C:4]([O:16][CH2:17][C:18]2[CH:23]=[C:22]([F:24])[C:21]([F:25])=[C:20]([F:26])[CH:19]=2)=[N:3]1.[NH:27]1[CH2:31][CH2:30][CH2:29][CH2:28]1, predict the reaction product. The product is: [O:14]=[C:13]([N:27]1[CH2:31][CH2:30][CH2:29][CH2:28]1)[CH2:12][N:11]1[CH2:10][CH2:9][CH2:8][N:7]2[C:2](=[O:1])[N:3]=[C:4]([O:16][CH2:17][C:18]3[CH:19]=[C:20]([F:26])[C:21]([F:25])=[C:22]([F:24])[CH:23]=3)[CH:5]=[C:6]12. (6) Given the reactants [CH3:1][C:2]1([CH2:7][CH2:8][CH2:9][CH2:10][N:11]2[CH:15]=[C:14]([NH2:16])[CH:13]=[N:12]2)[O:6]CCO1.[F:17][C:18]([F:32])([F:31])[O:19][C:20]1[CH:21]=[C:22](/[CH:26]=[CH:27]/[C:28](O)=[O:29])[CH:23]=[CH:24][CH:25]=1, predict the reaction product. The product is: [O:6]=[C:2]([CH3:1])[CH2:7][CH2:8][CH2:9][CH2:10][N:11]1[CH:15]=[C:14]([NH:16][C:28](=[O:29])/[CH:27]=[CH:26]/[C:22]2[CH:23]=[CH:24][CH:25]=[C:20]([O:19][C:18]([F:31])([F:32])[F:17])[CH:21]=2)[CH:13]=[N:12]1.